Task: Regression. Given a peptide amino acid sequence and an MHC pseudo amino acid sequence, predict their binding affinity value. This is MHC class I binding data.. Dataset: Peptide-MHC class I binding affinity with 185,985 pairs from IEDB/IMGT (1) The peptide sequence is EDIAMGYVV. The MHC is HLA-B44:02 with pseudo-sequence HLA-B44:02. The binding affinity (normalized) is 0.145. (2) The peptide sequence is VMELIRMIKR. The MHC is HLA-A31:01 with pseudo-sequence HLA-A31:01. The binding affinity (normalized) is 0.358. (3) The peptide sequence is EVAESVMFM. The MHC is HLA-A25:01 with pseudo-sequence HLA-A25:01. The binding affinity (normalized) is 0.485. (4) The peptide sequence is ISYGGGWRL. The MHC is HLA-B57:01 with pseudo-sequence HLA-B57:01. The binding affinity (normalized) is 0.657. (5) The peptide sequence is RMYIFFASF. The MHC is HLA-A01:01 with pseudo-sequence HLA-A01:01. The binding affinity (normalized) is 0.0808. (6) The peptide sequence is NAMVTLRKE. The MHC is HLA-A68:02 with pseudo-sequence HLA-A68:02. The binding affinity (normalized) is 0. (7) The peptide sequence is ERYLKDQQL. The MHC is HLA-A11:01 with pseudo-sequence HLA-A11:01. The binding affinity (normalized) is 0. (8) The peptide sequence is ATYQYEAL. The MHC is H-2-Kb with pseudo-sequence H-2-Kb. The binding affinity (normalized) is 1.00. (9) The peptide sequence is AYISSEATTKV. The MHC is Patr-A0901 with pseudo-sequence Patr-A0901. The binding affinity (normalized) is 0.655.